Dataset: Experimentally validated miRNA-target interactions with 360,000+ pairs, plus equal number of negative samples. Task: Binary Classification. Given a miRNA mature sequence and a target amino acid sequence, predict their likelihood of interaction. (1) The miRNA is hsa-miR-6127 with sequence UGAGGGAGUGGGUGGGAGG. The protein sequence of the target gene is MGPLMVLFCLLFLYPGLADSAPSCPQNVNISGGTFTLSHGWAPGSLLTYSCPQGLYPSPASRLCKSSGQWQTPGATRSLSKAVCKPVRCPAPVSFENGIYTPRLGSYPVGGNVSFECEDGFILRGSPVRQCRPNGMWDGETAVCDNGAGHCPNPGISLGAVRTGFRFGHGDKVRYRCSSNLVLTGSSERECQGNGVWSGTEPICRQPYSYDFPEDVAPALGTSFSHMLGATNPTQKTKESLGRKIQIQRSGHLNLYLLLDCSQSVSENDFLIFKESASLMVDRIFSFEINVSVAIITFAS.... Result: 0 (no interaction). (2) The miRNA is hsa-miR-619-5p with sequence GCUGGGAUUACAGGCAUGAGCC. The protein sequence of the target gene is MGPLQFRDVAIEFSLEEWHCLDTAQRNLYRNVMLENYSNLVFLGITVSKPDLITCLEQGRKPLTMKRNEMIAKPSVMCSHFAQDLWPEQSMKDSFQKVVLRRYEKCEHDNLQLKKGCISVDECKVHKEGYNELNQCLTTTPRKICQCDKYVKVLHQFPNSNGQKRGHTGKKPFKYIECGKAFKQFSTLTTHKKIHTGGKPYKCEECGKAFNHSCSLTRHKKIHTGEKPYKCEECGKAFKHSSTLTTHKRNHTGEKPYKCDKCGKAFMSSSTLSKHEIIHTEKKPYKCEECGKAFNRSSTL.... Result: 1 (interaction). (3) The miRNA is hsa-miR-6777-5p with sequence ACGGGGAGUCAGGCAGUGGUGGA. The protein sequence of the target gene is MARMGLAGAAGRWWGLALGLTAFFLPGVHSQVVQVNDSMYGFIGTDVVLHCSFANPLPSVKITQVTWQKSTNGSKQNVAIYNPSMGVSVLAPYRERVEFLRPSFTDGTIRLSRLELEDEGVYICEFATFPTGNRESQLNLTVMAKPTNWIEGTQAVLRAKKGQDDKVLVATCTSANGKPPSVVSWETRLKGEAEYQEIRNPNGTVTVISRYRLVPSREAHQQSLACIVNYHMDRFKESLTLNVQYEPEVTIEGFDGNWYLQRMDVKLTCKADANPPATEYHWTTLNGSLPKGVEAQNRTL.... Result: 1 (interaction). (4) The miRNA is mmu-miR-763 with sequence CCAGCUGGGAAGAACCAGUGGC. The protein sequence of the target gene is MEGVLYKWTNYLSGWQPRWFLLCGGILSYYDSPEDAWKGCKGSIQMAVCEIQVHSVDNTRMDLIIPGEQYFYLKARSVAERQRWLVALGSAKACLTDSRTQKEKEFAENTENLKTKMSELRLYCDLLVQQVDKTKEVATAGVTDSEEGIDVGTLLKSTCNTFLKTLEECMQIANAAFTSELLYHTPPGSPQLAVLKSSKMKHPIIPIHNSLERSMELNSCENGSLSIEVNGDEEILMKTKSSLYLKSTEVDCSISSEENTDDNVTVQGEIMKEDGEENLESHDKDPAQPGSDSVCSPESP.... Result: 0 (no interaction). (5) The miRNA is hsa-miR-630 with sequence AGUAUUCUGUACCAGGGAAGGU. The protein sequence of the target gene is MRALRRLIQGRILLLTICAAGIGGTFQFGYNLSIINAPTLHIQEFTNETWQARTGEPLPDHLVLLMWSLIVSLYPLGGLFGALLAGPLAITLGRKKSLLVNNIFVVSAAILFGFSRKAGSFEMIMLGRLLVGVNAGVSMNIQPMYLGESAPKELRGAVAMSSAIFTALGIVMGQVVGLRELLGGPQAWPLLLASCLVPGALQLASLPLLPESPRYLLIDCGDTEACLAALRRLRGSGDLAGELEELEEERAACQGCRARRPWELFQHRALRRQVTSLVVLGSAMELCGNDSVYAYASSVF.... Result: 0 (no interaction).